From a dataset of Experimentally validated miRNA-target interactions with 360,000+ pairs, plus equal number of negative samples. Binary Classification. Given a miRNA mature sequence and a target amino acid sequence, predict their likelihood of interaction. (1) The miRNA is ath-miR398b-3p with sequence UGUGUUCUCAGGUCACCCCUG. The protein sequence of the target gene is MGNKQTIFTEEQLDNYQDCTFFNKKDILKLHARFYELAPNLVPMDYRKSPIVHVPMSLIIQMPELRENPFKERIVEAFSEDGEGNLTFNDFVDMFSVLCESAPRELKANYAFKIYDFNTDNFICKEDLEMTLARLTKSELEEDEVVLVCDKVIEEADLDGDGKLGFADFEDMIAKAPDFLSTFHIRI. Result: 0 (no interaction). (2) The miRNA is hsa-miR-3180-3p with sequence UGGGGCGGAGCUUCCGGAGGCC. The protein sequence of the target gene is MKMLNSVSGSFRKKAGDSRSRECRTRLERRIVGATNRWRFPQDHFCGDLLALSQMCNVLNVDLDEALKNPDRLCISKFQKLFSENIMNSGTQSGEADVILECLGFKWELHHPQIFQSGTLAKLYLTALIQNMKSSQRELDKVQKAHPSGKIKKRSPVKKIIISMRINDPAVTRVAFALALKNLYMKEVEMTVDNVLGVLASAHILQFNRLFQKCVNMMMNRLAPSTIKNFYLAGCKYEEEQLTMACEKWLAMNLVPLVGTQIHLRQIPEPLLYKVLKSPRLFTFSEFHLLKTLLMWVYLQ.... Result: 0 (no interaction). (3) The miRNA is gga-miR-15b-5p with sequence UAGCAGCACAUCAUGGUUUGCA. The protein sequence of the target gene is MAAAALLLGLALLAPRAAGAGMGACYDGAGRPQRCLPVFENAAFGRLAQASHTCGSPPEDFCPHVGAAGAGAHCQRCDAADPQRHHNASYLTDFHSQDESTWWQSPSMAFGVQYPTSVNITLRLGKAYEITYVRLKFHTSRPESFAIYKRSRADGPWEPYQFYSASCQKTYGRPEGQYLRPGEDERVAFCTSEFSDISPLSGGNVAFSTLEGRPSAYNFEESPGLQEWVTSTELLISLDRLNTFGDDIFKDPKVLQSYYYAVSDFSVGGRCKCNGHASECGPDVAGQLACRCQHNTTGTD.... Result: 0 (no interaction). (4) The protein sequence of the target gene is MTAAIRRQRELSILPKVTLEAMNTTVMQGFNRSERCPRDTRIVQLVFPALYTVVFLTGILLNTLALWVFVHIPSSSTFIIYLKNTLVADLIMTLMLPFKILSDSHLAPWQLRAFVCRFSSVIFYETMYVGIVLLGLIAFDRFLKIIRPLRNIFLKKPVFAKTVSIFIWFFLFFISLPNTILSNKEATPSSVKKCASLKGPLGLKWHQMVNNICQFIFWTVFILMLVFYVVIAKKVYDSYRKSKSKDRKNNKKLEGKVFVVVAVFFVCFAPFHFARVPYTHSQTNNKTDCRLQNQLFIAKE.... Result: 0 (no interaction). The miRNA is rno-miR-292-5p with sequence ACUCAAACUGGGGGCUCUUUUG. (5) The miRNA is hsa-miR-30c-1-3p with sequence CUGGGAGAGGGUUGUUUACUCC. The protein sequence of the target gene is MEESEGQKCEPNLPPSGDSRQMPQQGRSNLHVTSQEDAACRRPRERLSNGNARAQVSKPARNIPRRHTLGGPRSSKEILGMQPSEMDRKREAFLEHLKQKYPHHATAIMGHQERLRDQTKSPKLSHSPQPPNLGDPVEHLSETSGDSLEAMSEGEVPSPFARGSRTRASLPVVRSANQTKERSLGVLYLQYGDETKQLRMPNEVTSTDTIRALFVSAFPQQLTMKMLESPSVAIYIKDDSRNVYYELNDVRNIQDRSLLKVYNKDPSHAFNHMTKAVNGDMRMQREIVYARGDGLVAPRP.... Result: 0 (no interaction).